The task is: Predict the reaction yield, written as a fraction of the theoretical maximum amount of product (1.0 means a 100% yield; for example, 0.34 means a 34% yield).. This data is from Reaction yield outcomes from USPTO patents with 853,638 reactions. The reactants are [NH2:1][CH2:2][CH2:3][N:4]([CH2:17][CH3:18])[CH2:5][CH2:6][NH:7][C:8]([C:10]1[CH:15]=[CH:14][N:13]=[C:12]([F:16])[CH:11]=1)=[O:9].C(N(CCN[C:35]([C:37]1[CH:46]=[N:45][C:44]2[C:39](=[CH:40][CH:41]=[C:42]([I:47])[CH:43]=2)[N:38]=1)=[O:36])CCOC1C(F)=NC=CC=1)C. No catalyst specified. The product is [CH2:17]([N:4]([CH2:3][CH2:2][NH:1][C:35]([C:37]1[CH:46]=[N:45][C:44]2[C:39](=[CH:40][CH:41]=[C:42]([I:47])[CH:43]=2)[N:38]=1)=[O:36])[CH2:5][CH2:6][NH:7][C:8]([C:10]1[CH:15]=[CH:14][N:13]=[C:12]([F:16])[CH:11]=1)=[O:9])[CH3:18]. The yield is 0.630.